This data is from Catalyst prediction with 721,799 reactions and 888 catalyst types from USPTO. The task is: Predict which catalyst facilitates the given reaction. (1) Reactant: [C:1]1([C:7]2[N:12]=[C:11]3[NH:13][CH:14]=[CH:15][C:10]3=[CH:9][CH:8]=2)[CH:6]=[CH:5][CH:4]=[CH:3][CH:2]=1.[C:16](O)(=[O:18])C.C1N2CN3CN(C2)CN1C3.C(=O)([O-])O.[Na+]. Product: [C:1]1([C:7]2[N:12]=[C:11]3[NH:13][CH:14]=[C:15]([CH:16]=[O:18])[C:10]3=[CH:9][CH:8]=2)[CH:2]=[CH:3][CH:4]=[CH:5][CH:6]=1. The catalyst class is: 6. (2) Reactant: [CH2:1]([O:3][CH:4]([O:13][CH2:14][CH3:15])[C:5](=O)[CH2:6][C:7](OCC)=[O:8])[CH3:2].C(O)(=O)C.[CH:20]([NH2:22])=[NH:21].[OH-].[K+]. Product: [CH2:1]([O:3][CH:4]([O:13][CH2:14][CH3:15])[C:5]1[N:22]=[CH:20][N:21]=[C:7]([OH:8])[CH:6]=1)[CH3:2]. The catalyst class is: 14. (3) Reactant: [CH:1]([C:4]1[CH:10]=[CH:9][C:7]([NH2:8])=[CH:6][CH:5]=1)([CH3:3])[CH3:2].C(N(CC)CC)C.[C:18](OC(=O)C)(=[O:20])[CH3:19].O. Product: [CH:1]([C:4]1[CH:10]=[CH:9][C:7]([NH:8][C:18](=[O:20])[CH3:19])=[CH:6][CH:5]=1)([CH3:3])[CH3:2]. The catalyst class is: 4. (4) Reactant: [NH:1]1[CH2:5][CH2:4][CH2:3][CH2:2]1.N1C2C=CC=C[C:9]=2N=N1.[C:15]1([C:21]#[C:22][C:23]2[S:24][C:25]([CH:28]=O)=[CH:26][N:27]=2)[CH:20]=[CH:19][CH:18]=[CH:17][CH:16]=1.C1COCC1. Product: [C:15]1([C:21]#[C:22][C:23]2[S:24][C:25]([CH:28]([N:1]3[CH2:5][CH2:4][CH2:3][CH2:2]3)[CH3:9])=[CH:26][N:27]=2)[CH:20]=[CH:19][CH:18]=[CH:17][CH:16]=1. The catalyst class is: 8. (5) Reactant: [OH:1][C:2]1[CH:7]=[CH:6][CH:5]=[CH:4][C:3]=1[C:8]1[O:9][C:10]2[CH:18]=[CH:17][CH:16]=[CH:15][C:11]=2[C:12](=O)[N:13]=1.Cl.[NH:20]([CH2:22][C:23]1[CH:24]=[N:25][CH:26]=[CH:27][CH:28]=1)[NH2:21].C(N(CC)CC)C. Product: [OH:1][C:2]1[CH:7]=[CH:6][CH:5]=[CH:4][C:3]=1[C:8]1[N:13]=[C:12]([C:11]2[CH:15]=[CH:16][CH:17]=[CH:18][C:10]=2[OH:9])[N:20]([CH2:22][C:23]2[CH:24]=[N:25][CH:26]=[CH:27][CH:28]=2)[N:21]=1. The catalyst class is: 8.